Dataset: Reaction yield outcomes from USPTO patents with 853,638 reactions. Task: Predict the reaction yield, written as a fraction of the theoretical maximum amount of product (1.0 means a 100% yield; for example, 0.34 means a 34% yield). (1) The reactants are B(Br)(Br)Br.[F:5][C:6]1[CH:15]=[CH:14][C:13]([C:16]2[CH:25]=[CH:24][C:23]3[C:18](=[CH:19][CH:20]=[C:21]([O:26]C)[CH:22]=3)[CH:17]=2)=[CH:12][C:7]=1[C:8]([O:10][CH3:11])=[O:9]. The catalyst is ClCCl. The product is [F:5][C:6]1[CH:15]=[CH:14][C:13]([C:16]2[CH:25]=[CH:24][C:23]3[C:18](=[CH:19][CH:20]=[C:21]([OH:26])[CH:22]=3)[CH:17]=2)=[CH:12][C:7]=1[C:8]([O:10][CH3:11])=[O:9]. The yield is 0.750. (2) The reactants are Cl[C:2]1[CH:7]=[C:6](Cl)[N:5]=[C:4]([CH3:9])[N:3]=1.[NH2:10][C:11]1[CH:12]=[C:13]([OH:21])[CH:14]=[C:15]([C:17]([F:20])([F:19])[F:18])[CH:16]=1. No catalyst specified. The product is [CH3:9][C:4]1[N:5]=[C:6]([NH:10][C:11]2[CH:16]=[C:15]([C:17]([F:18])([F:19])[F:20])[CH:14]=[C:13]([OH:21])[CH:12]=2)[CH:7]=[C:2]([NH:10][C:11]2[CH:16]=[C:15]([C:17]([F:18])([F:19])[F:20])[CH:14]=[C:13]([OH:21])[CH:12]=2)[N:3]=1. The yield is 0.430. (3) The reactants are OC(C(F)(F)F)=O.[CH:8]([N:11]1[C:15]([C:16]2[S:17][C:18]3[CH2:19][CH2:20][O:21][C:22]4[CH:29]=[C:28]([CH:30]5[CH2:35][CH2:34][NH:33][CH2:32][CH2:31]5)[CH:27]=[CH:26][C:23]=4[C:24]=3[N:25]=2)=[N:14][CH:13]=[N:12]1)([CH3:10])[CH3:9].C(=O)([O-])[O-].[K+].[K+].[C:42]([NH:46][C:47](=[O:50])[CH2:48]Cl)([CH3:45])([CH3:44])[CH3:43]. The catalyst is C1COCC1.C(Cl)Cl.O. The product is [C:42]([NH:46][C:47](=[O:50])[CH2:48][N:33]1[CH2:34][CH2:35][CH:30]([C:28]2[CH:27]=[CH:26][C:23]3[C:24]4[N:25]=[C:16]([C:15]5[N:11]([CH:8]([CH3:10])[CH3:9])[N:12]=[CH:13][N:14]=5)[S:17][C:18]=4[CH2:19][CH2:20][O:21][C:22]=3[CH:29]=2)[CH2:31][CH2:32]1)([CH3:45])([CH3:44])[CH3:43]. The yield is 0.630. (4) The reactants are Cl[C:2]1[CH:7]=[CH:6][N+:5]([O-:8])=[CH:4][CH:3]=1.[F:9][C:10]1[CH:15]=[CH:14][C:13](B(O)O)=[C:12]([O:19][CH3:20])[CH:11]=1. No catalyst specified. The product is [F:9][C:10]1[CH:15]=[CH:14][C:13]([C:2]2[CH:7]=[CH:6][N+:5]([O-:8])=[CH:4][CH:3]=2)=[C:12]([O:19][CH3:20])[CH:11]=1. The yield is 0.870. (5) The reactants are [OH:1][C@H:2]1[CH2:10][C:9]2[C:4](=[CH:5][CH:6]=[CH:7][CH:8]=2)[C@H:3]1[C:11](OC)=[O:12].[BH4-].[Li+].C([O-])(O)=O.[Na+]. The catalyst is C1COCC1. The product is [OH:12][CH2:11][C@@H:3]1[C:4]2[C:9](=[CH:8][CH:7]=[CH:6][CH:5]=2)[CH2:10][C@@H:2]1[OH:1]. The yield is 0.930. (6) The reactants are [C:1]([C:5]1[O:9][N:8]=[C:7]([NH:10][C:11](=[O:28])[CH2:12][C:13]2[CH:18]=[CH:17][C:16](B3OC(C)(C)C(C)(C)O3)=[CH:15][CH:14]=2)[CH:6]=1)([CH3:4])([CH3:3])[CH3:2].Br[C:30]1[CH:31]=[CH:32][C:33]([NH:36][CH3:37])=[N:34][CH:35]=1.C(=O)([O-])[O-].[Na+].[Na+]. The catalyst is C(#N)C. The product is [C:1]([C:5]1[O:9][N:8]=[C:7]([NH:10][C:11](=[O:28])[CH2:12][C:13]2[CH:14]=[CH:15][C:16]([C:30]3[CH:35]=[N:34][C:33]([NH:36][CH3:37])=[CH:32][CH:31]=3)=[CH:17][CH:18]=2)[CH:6]=1)([CH3:2])([CH3:3])[CH3:4]. The yield is 0.500. (7) The reactants are [CH3:1][O:2][C:3]([C:5]1[C:9]([NH2:10])=[CH:8][N:7]([CH:11]2[CH2:16][CH2:15][CH2:14][CH2:13][O:12]2)[N:6]=1)=[O:4].C(N(CC)CC)C.[Cl:24][C:25]1[CH:33]=[CH:32][CH:31]=[C:30]([Cl:34])[C:26]=1[C:27](Cl)=[O:28]. The catalyst is ClCCl. The product is [CH3:1][O:2][C:3]([C:5]1[C:9]([NH:10][C:27](=[O:28])[C:26]2[C:25]([Cl:24])=[CH:33][CH:32]=[CH:31][C:30]=2[Cl:34])=[CH:8][N:7]([CH:11]2[CH2:16][CH2:15][CH2:14][CH2:13][O:12]2)[N:6]=1)=[O:4]. The yield is 0.750. (8) The reactants are Br[C:2]1[C:3]([CH3:16])=[C:4]([O:13][CH2:14][CH3:15])[C:5]2[O:9][CH:8]([CH3:10])[CH2:7][C:6]=2[C:11]=1[CH3:12].[F:17][C:18]1[CH:23]=[CH:22][C:21]([N:24]2[CH2:29][CH2:28][NH:27][CH2:26][CH2:25]2)=[CH:20][CH:19]=1. No catalyst specified. The product is [CH2:14]([O:13][C:4]1[C:5]2[O:9][CH:8]([CH3:10])[CH2:7][C:6]=2[C:11]([CH3:12])=[C:2]([N:27]2[CH2:26][CH2:25][N:24]([C:21]3[CH:20]=[CH:19][C:18]([F:17])=[CH:23][CH:22]=3)[CH2:29][CH2:28]2)[C:3]=1[CH3:16])[CH3:15]. The yield is 0.610. (9) The reactants are [CH:1](B(O)O)=[CH2:2].[CH3:6][O:7][C:8]([C:10]1[N:11]=[C:12]2[C:17](Br)=[CH:16][C:15]([C:19]3[CH:24]=[CH:23][CH:22]=[CH:21][CH:20]=3)=[CH:14][N:13]2[CH:25]=1)=[O:9].[O-]P([O-])([O-])=O.[K+].[K+].[K+].O1CCOC[CH2:35]1. The catalyst is CCOC(C)=O.C1C=CC([P]([Pd]([P](C2C=CC=CC=2)(C2C=CC=CC=2)C2C=CC=CC=2)([P](C2C=CC=CC=2)(C2C=CC=CC=2)C2C=CC=CC=2)[P](C2C=CC=CC=2)(C2C=CC=CC=2)C2C=CC=CC=2)(C2C=CC=CC=2)C2C=CC=CC=2)=CC=1. The product is [CH3:6][O:7][C:8]([C:10]1[N:11]=[C:12]2[C:17]([C:1]([CH3:2])=[CH2:35])=[CH:16][C:15]([C:19]3[CH:24]=[CH:23][CH:22]=[CH:21][CH:20]=3)=[CH:14][N:13]2[CH:25]=1)=[O:9]. The yield is 0.550.